The task is: Regression. Given two drug SMILES strings and cell line genomic features, predict the synergy score measuring deviation from expected non-interaction effect.. This data is from NCI-60 drug combinations with 297,098 pairs across 59 cell lines. (1) Cell line: UACC62. Drug 1: CC1=C(C(=O)C2=C(C1=O)N3CC4C(C3(C2COC(=O)N)OC)N4)N. Synergy scores: CSS=28.3, Synergy_ZIP=-9.69, Synergy_Bliss=-2.93, Synergy_Loewe=-73.1, Synergy_HSA=-3.83. Drug 2: C1CNP(=O)(OC1)N(CCCl)CCCl. (2) Drug 1: CCC(=C(C1=CC=CC=C1)C2=CC=C(C=C2)OCCN(C)C)C3=CC=CC=C3.C(C(=O)O)C(CC(=O)O)(C(=O)O)O. Drug 2: C#CCC(CC1=CN=C2C(=N1)C(=NC(=N2)N)N)C3=CC=C(C=C3)C(=O)NC(CCC(=O)O)C(=O)O. Cell line: U251. Synergy scores: CSS=45.9, Synergy_ZIP=2.64, Synergy_Bliss=2.89, Synergy_Loewe=-12.8, Synergy_HSA=1.35. (3) Drug 1: CN(CC1=CN=C2C(=N1)C(=NC(=N2)N)N)C3=CC=C(C=C3)C(=O)NC(CCC(=O)O)C(=O)O. Drug 2: COCCOC1=C(C=C2C(=C1)C(=NC=N2)NC3=CC=CC(=C3)C#C)OCCOC.Cl. Cell line: MDA-MB-231. Synergy scores: CSS=-1.12, Synergy_ZIP=-0.108, Synergy_Bliss=-0.407, Synergy_Loewe=-3.24, Synergy_HSA=-3.01.